Dataset: Full USPTO retrosynthesis dataset with 1.9M reactions from patents (1976-2016). Task: Predict the reactants needed to synthesize the given product. (1) Given the product [Br:1][C:2]1[CH:7]=[CH:6][C:5]([O:8][CH2:10][CH2:11][CH2:12][OH:13])=[CH:4][CH:3]=1, predict the reactants needed to synthesize it. The reactants are: [Br:1][C:2]1[CH:7]=[CH:6][C:5]([OH:8])=[CH:4][CH:3]=1.Br[CH2:10][CH2:11][CH2:12][OH:13].C(=O)([O-])[O-].[K+].[K+]. (2) Given the product [N:1]1([CH2:10][C:11]2[CH:16]=[CH:15][N:14]3[CH:17]=[CH:18][N:19]=[C:13]3[N:12]=2)[CH:5]=[N:4][CH:3]=[N:2]1, predict the reactants needed to synthesize it. The reactants are: [NH:1]1[CH:5]=[N:4][CH:3]=[N:2]1.[H-].[Na+].Cl.Cl[CH2:10][C:11]1[CH:16]=[CH:15][N:14]2[CH:17]=[CH:18][N:19]=[C:13]2[N:12]=1.C(=O)([O-])[O-].[K+].[K+].[Na].N1C=CN=N1. (3) Given the product [S:1](=[N:7][C:8](=[O:31])[C:9]([F:29])([F:30])[C:10]([F:27])([F:28])[C:11]([F:25])([F:26])[C:12]([F:23])([F:24])[C:13]([F:21])([F:22])[C:14]([F:20])([F:19])[C:15]([F:18])([F:17])[F:16])=[O:2], predict the reactants needed to synthesize it. The reactants are: [S:1](Cl)(Cl)=[O:2].C[Si](C)(C)[N:7]([Si](C)(C)C)[C:8](=[O:31])[C:9]([F:30])([F:29])[C:10]([F:28])([F:27])[C:11]([F:26])([F:25])[C:12]([F:24])([F:23])[C:13]([F:22])([F:21])[C:14]([F:20])([F:19])[C:15]([F:18])([F:17])[F:16].